Dataset: Reaction yield outcomes from USPTO patents with 853,638 reactions. Task: Predict the reaction yield, written as a fraction of the theoretical maximum amount of product (1.0 means a 100% yield; for example, 0.34 means a 34% yield). (1) The reactants are C([O:8][C:9]1[C:14](=[O:15])[C:13]([CH:16]([O:21][CH3:22])[C:17]([F:20])([F:19])[F:18])=[CH:12][NH:11][C:10]=1[CH3:23])C1C=CC=CC=1. The catalyst is CO.[Pd]. The product is [OH:8][C:9]1[C:14](=[O:15])[C:13]([CH:16]([O:21][CH3:22])[C:17]([F:18])([F:19])[F:20])=[CH:12][NH:11][C:10]=1[CH3:23]. The yield is 0.610. (2) The reactants are [NH2:1][C:2]1[C:7]([F:8])=[CH:6][N:5]=[C:4]([OH:9])[N:3]=1.[C:10]([O-])([O-])=O.[K+].[K+].CS(OC)(=O)=O. The catalyst is CN(C=O)C. The product is [NH2:1][C:2]1[C:7]([F:8])=[CH:6][N:5]([CH3:10])[C:4](=[O:9])[N:3]=1. The yield is 0.370.